This data is from Full USPTO retrosynthesis dataset with 1.9M reactions from patents (1976-2016). The task is: Predict the reactants needed to synthesize the given product. (1) Given the product [CH3:1][O:2][C:3](=[O:15])[C:4]1[CH:9]=[C:8]([C:10]([F:13])([F:12])[F:11])[CH:7]=[C:6]([NH:14][C:16]([O:18][C:19]([CH3:22])([CH3:21])[CH3:20])=[O:17])[CH:5]=1, predict the reactants needed to synthesize it. The reactants are: [CH3:1][O:2][C:3](=[O:15])[C:4]1[CH:9]=[C:8]([C:10]([F:13])([F:12])[F:11])[CH:7]=[C:6]([NH2:14])[CH:5]=1.[C:16](O[C:16]([O:18][C:19]([CH3:22])([CH3:21])[CH3:20])=[O:17])([O:18][C:19]([CH3:22])([CH3:21])[CH3:20])=[O:17]. (2) Given the product [C:14]1([C:55]2[CH:56]=[CH:57][CH:58]=[CH:59][CH:60]=2)[CH:19]=[CH:18][C:17]([CH2:80][C@@H:34]([NH:31][C:44]([O:46][C:47]([CH3:48])([CH3:49])[CH3:50])=[O:45])[CH2:35][C:78](=[CH2:79])[C:68]([OH:69])=[O:71])=[CH:16][CH:15]=1, predict the reactants needed to synthesize it. The reactants are: C1(C2C=CC=CC=2)C=CC(C[C@H]2N(C[C:14]3[CH:19]=[CH:18][C:17](OC)=[CH:16][CH:15]=3)C(=O)CC2)=CC=1.C([N:31]([CH2:34][CH3:35])CC)C.C(O[C:44]([O:46][C:47]([CH3:50])([CH3:49])[CH3:48])=[O:45])(OC(C)(C)C)=O.[Mg+2].[Cl-].[Cl-].C(Cl)(=O)[C:55]1[CH:60]=[CH:59][CH:58]=[CH:57][CH:56]=1.OP(O)(O)=O.[C:68](=[O:71])([O-])[O-:69].[K+].[K+].CN1[CH:79]=[CH:78]N=C1.[CH2:80]=O.O.[OH-].[Li+]. (3) Given the product [Cl:30][C:31]1[CH:32]=[CH:33][C:34]([C@@H:40]([N:42]2[CH2:47][CH2:46][CH2:45][C@@H:44]([O:48][C:49]3[C:57]([CH:58]4[CH2:59][CH2:60]4)=[CH:56][C:52]([C:53]([NH:68][S:65]([CH3:62])(=[O:67])=[O:66])=[O:55])=[C:51]([F:61])[CH:50]=3)[CH2:43]2)[CH3:41])=[N:35][C:36]=1[CH:37]1[CH2:38][CH2:39]1, predict the reactants needed to synthesize it. The reactants are: C1(C2C(O[C@@H]3CCCN(CC4C=C(Cl)C=C(Cl)C=4)C3)=CC(F)=C(C=2)C(O)=O)CC1.[Cl:30][C:31]1[CH:32]=[CH:33][C:34]([C@@H:40]([N:42]2[CH2:47][CH2:46][CH2:45][C@@H:44]([O:48][C:49]3[C:57]([CH:58]4[CH2:60][CH2:59]4)=[CH:56][C:52]([C:53]([OH:55])=O)=[C:51]([F:61])[CH:50]=3)[CH2:43]2)[CH3:41])=[N:35][C:36]=1[CH:37]1[CH2:39][CH2:38]1.[CH:62]1([S:65]([NH2:68])(=[O:67])=[O:66])CC1.CS(N)(=O)=O. (4) Given the product [NH:4]1[CH2:5][CH2:6][CH2:7][CH:2]([C:1]([NH2:9])=[O:8])[CH2:3]1, predict the reactants needed to synthesize it. The reactants are: [C:1]([NH2:9])(=[O:8])[C:2]1[CH:7]=[CH:6][CH:5]=[N:4][CH:3]=1. (5) Given the product [Cl:17][C:14]1[CH:15]=[CH:16][C:11]([NH:10][C:8]([C:3]2[C:4]([CH3:7])=[N:5][S:6][C:2]=2[NH:1][C:20]2[CH:21]=[CH:22][C:23]([C:26]#[N:27])=[CH:24][N:25]=2)=[O:9])=[CH:12][C:13]=1[F:18], predict the reactants needed to synthesize it. The reactants are: [NH2:1][C:2]1[S:6][N:5]=[C:4]([CH3:7])[C:3]=1[C:8]([NH:10][C:11]1[CH:16]=[CH:15][C:14]([Cl:17])=[C:13]([F:18])[CH:12]=1)=[O:9].Br[C:20]1[N:25]=[CH:24][C:23]([C:26]#[N:27])=[CH:22][CH:21]=1.C(=O)([O-])[O-].[Cs+].[Cs+].CC1(C)C2C(=C(P(C3C=CC=CC=3)C3C=CC=CC=3)C=CC=2)OC2C(P(C3C=CC=CC=3)C3C=CC=CC=3)=CC=CC1=2. (6) Given the product [C:26]([O:1][C:2]1[C:11]2[N:10]=[CH:9][CH:8]=[CH:7][C:6]=2[C:5](=[O:12])[NH:4][C:3]=1[C:13]([O:15][CH3:16])=[O:14])(=[O:33])[C:27]1[CH:32]=[CH:31][CH:30]=[CH:29][CH:28]=1, predict the reactants needed to synthesize it. The reactants are: [OH:1][C:2]1[C:11]2[N:10]=[CH:9][CH:8]=[CH:7][C:6]=2[C:5](=[O:12])[NH:4][C:3]=1[C:13]([O:15][CH3:16])=[O:14].C(N(C(C)C)CC)(C)C.[C:26](O[C:26](=[O:33])[C:27]1[CH:32]=[CH:31][CH:30]=[CH:29][CH:28]=1)(=[O:33])[C:27]1[CH:32]=[CH:31][CH:30]=[CH:29][CH:28]=1. (7) Given the product [NH2:27][CH:23]([C:21]1[O:22][C:18]([C:16]2[CH:17]=[C:12]([C:9]3[CH:10]=[N:11][C:6]([NH:5][C:4]([NH:3][CH2:1][CH3:2])=[O:44])=[CH:7][C:8]=3[N:35]3[CH:39]=[CH:38][C:37]([C:40]([F:42])([F:41])[F:43])=[N:36]3)[CH:13]=[N:14][CH:15]=2)=[N:19][N:20]=1)[CH:24]([CH3:26])[CH3:25], predict the reactants needed to synthesize it. The reactants are: [CH2:1]([NH:3][C:4](=[O:44])[NH:5][C:6]1[N:11]=[CH:10][C:9]([C:12]2[CH:13]=[N:14][CH:15]=[C:16]([C:18]3[O:22][C:21]([C@@H:23]([NH:27]C(=O)OC(C)(C)C)[CH:24]([CH3:26])[CH3:25])=[N:20][N:19]=3)[CH:17]=2)=[C:8]([N:35]2[CH:39]=[CH:38][C:37]([C:40]([F:43])([F:42])[F:41])=[N:36]2)[CH:7]=1)[CH3:2].Cl.[OH-].[Na+].